Predict which catalyst facilitates the given reaction. From a dataset of Catalyst prediction with 721,799 reactions and 888 catalyst types from USPTO. Reactant: [CH3:1][N:2]1[C@@H:11]([C@H:12]2[O:21][C:19](=[O:20])[C:18]3[C:17]([O:22][CH3:23])=[C:16]([O:24][CH3:25])[CH:15]=[CH:14][C:13]2=3)[C:10]2[C:9]([O:26][CH3:27])=[C:8]3[O:28][CH2:29][O:30][C:7]3=[CH:6][C:5]=2[CH2:4][CH2:3]1.[F-:31].FF. Product: [F:31][C:6]1[C:5]2[CH2:4][CH2:3][N:2]([CH3:1])[C@@H:11]([C@@H:12]3[C:13]4[C:18](=[C:17]([O:22][CH3:23])[C:16]([O:24][CH3:25])=[CH:15][CH:14]=4)[C:19](=[O:20])[O:21]3)[C:10]=2[C:9]([O:26][CH3:27])=[C:8]2[O:28][CH2:29][O:30][C:7]=12. The catalyst class is: 1.